From a dataset of Forward reaction prediction with 1.9M reactions from USPTO patents (1976-2016). Predict the product of the given reaction. The product is: [CH3:1][O:2][C:3]1[CH:8]=[CH:7][C:6]([C:9]([NH:24][C:25]2[O:26][C:27]([CH3:43])([CH3:42])[C:28]([F:41])([F:40])[C@:29]([C:32]3[CH:37]=[C:36]([NH:52][C:50]4[CH:49]=[CH:48][CH:47]=[C:46]([C:45]([F:53])([F:44])[F:54])[N:51]=4)[CH:35]=[CH:34][C:33]=3[F:39])([CH3:31])[N:30]=2)([C:16]2[CH:21]=[CH:20][C:19]([O:22][CH3:23])=[CH:18][CH:17]=2)[C:10]2[CH:15]=[CH:14][CH:13]=[CH:12][CH:11]=2)=[CH:5][CH:4]=1. Given the reactants [CH3:1][O:2][C:3]1[CH:8]=[CH:7][C:6]([C:9]([NH:24][C:25]2[O:26][C:27]([CH3:43])([CH3:42])[C:28]([F:41])([F:40])[C@:29]([C:32]3[CH:37]=[C:36](Br)[CH:35]=[CH:34][C:33]=3[F:39])([CH3:31])[N:30]=2)([C:16]2[CH:21]=[CH:20][C:19]([O:22][CH3:23])=[CH:18][CH:17]=2)[C:10]2[CH:15]=[CH:14][CH:13]=[CH:12][CH:11]=2)=[CH:5][CH:4]=1.[F:44][C:45]([F:54])([F:53])[C:46]1[N:51]=[C:50]([NH2:52])[CH:49]=[CH:48][CH:47]=1, predict the reaction product.